This data is from Catalyst prediction with 721,799 reactions and 888 catalyst types from USPTO. The task is: Predict which catalyst facilitates the given reaction. (1) Reactant: [CH2:1]([O:8][C:9]1[C:10]([C:37](O)=[O:38])=[N:11][C:12]([N:19]2[CH2:24][CH2:23][N:22]([CH2:25][CH2:26][CH2:27][CH2:28][NH:29][C:30]([O:32][C:33]([CH3:36])([CH3:35])[CH3:34])=[O:31])[CH2:21][CH2:20]2)=[C:13]2[C:18]=1[N:17]=[CH:16][CH:15]=[CH:14]2)[C:2]1[CH:7]=[CH:6][CH:5]=[CH:4][CH:3]=1.CCN(C(C)C)C(C)C.CN(C(ON1N=NC2C=CC=CC1=2)=[N+](C)C)C.F[P-](F)(F)(F)(F)F.Cl.[NH2:74][CH2:75][C:76]1[CH:86]=[CH:85][C:84]([F:87])=[CH:83][C:77]=1[C:78]([O:80][CH2:81][CH3:82])=[O:79]. Product: [CH2:1]([O:8][C:9]1[C:10]([C:37]([NH:74][CH2:75][C:76]2[CH:86]=[CH:85][C:84]([F:87])=[CH:83][C:77]=2[C:78]([O:80][CH2:81][CH3:82])=[O:79])=[O:38])=[N:11][C:12]([N:19]2[CH2:20][CH2:21][N:22]([CH2:25][CH2:26][CH2:27][CH2:28][NH:29][C:30]([O:32][C:33]([CH3:34])([CH3:35])[CH3:36])=[O:31])[CH2:23][CH2:24]2)=[C:13]2[C:18]=1[N:17]=[CH:16][CH:15]=[CH:14]2)[C:2]1[CH:3]=[CH:4][CH:5]=[CH:6][CH:7]=1. The catalyst class is: 4. (2) Reactant: [CH2:1]([N:4]1[C:9]([CH3:10])=[CH:8][C:7]([OH:11])=[CH:6][C:5]1=[O:12])[CH:2]=[CH2:3].C1C(=O)N(Br)C(=O)C1.[Cl:21]C(Cl)C(O)=O. Product: [CH2:1]([N:4]1[C:9]([CH3:10])=[CH:8][C:7]([OH:11])=[C:6]([Cl:21])[C:5]1=[O:12])[CH:2]=[CH2:3]. The catalyst class is: 23. (3) Reactant: Cl[C:2]1[C:11]2[C:6](=[C:7]([N+:12]([O-:14])=[O:13])[CH:8]=[CH:9][CH:10]=2)[N:5]=[CH:4][CH:3]=1.[F:15][C:16]([F:25])([F:24])[C:17]1[CH:18]=[C:19]([CH:21]=[CH:22][CH:23]=1)[NH2:20]. Product: [N+:12]([C:7]1[CH:8]=[CH:9][CH:10]=[C:11]2[C:6]=1[N:5]=[CH:4][CH:3]=[C:2]2[NH:20][C:19]1[CH:21]=[CH:22][CH:23]=[C:17]([C:16]([F:15])([F:24])[F:25])[CH:18]=1)([O-:14])=[O:13]. The catalyst class is: 6. (4) The catalyst class is: 8. Product: [CH3:1][N:2]1[CH:6]=[C:5]([C:7]([OH:9])=[O:8])[CH:4]=[N:3]1. Reactant: [CH3:1][N:2]1[CH:6]=[C:5]([C:7]([O:9]CC)=[O:8])[CH:4]=[N:3]1.[OH-].[Na+]. (5) Reactant: [C:1]([C:4]1[C:9]([C:10]([F:13])([F:12])[F:11])=[CH:8][CH:7]=[CH:6][N:5]=1)(=[O:3])[CH3:2].[BH4-].[Na+]. Product: [F:13][C:10]([F:11])([F:12])[C:9]1[C:4]([CH:1]([OH:3])[CH3:2])=[N:5][CH:6]=[CH:7][CH:8]=1. The catalyst class is: 5. (6) Reactant: [Br:1][C:2]1[CH:3]=[C:4]([C:14]2[O:19][C:18](=[O:20])[C:17]3[CH:21]=[C:22]([Cl:26])[CH:23]=[C:24]([CH3:25])[C:16]=3[N:15]=2)[N:5]([C:7]2[C:12]([Cl:13])=[CH:11][CH:10]=[CH:9][N:8]=2)[CH:6]=1.O.[NH2:28][NH2:29].O1CCCC1. Product: [Br:1][C:2]1[CH:3]=[C:4]([C:14]([NH:15][C:16]2[C:24]([CH3:25])=[CH:23][C:22]([Cl:26])=[CH:21][C:17]=2[C:18]([NH:28][NH2:29])=[O:20])=[O:19])[N:5]([C:7]2[C:12]([Cl:13])=[CH:11][CH:10]=[CH:9][N:8]=2)[CH:6]=1. The catalyst class is: 6. (7) Reactant: Br[C:2]1[C:11]([Br:12])=[CH:10][C:5]2[O:6][CH2:7][CH2:8][O:9][C:4]=2[CH:3]=1.[C:13]([Cu])#[N:14].C([O-])([O-])=O.[K+].[K+]. Product: [Br:12][C:11]1[C:2]([C:13]#[N:14])=[CH:3][C:4]2[O:9][CH2:8][CH2:7][O:6][C:5]=2[CH:10]=1. The catalyst class is: 3.